From a dataset of Full USPTO retrosynthesis dataset with 1.9M reactions from patents (1976-2016). Predict the reactants needed to synthesize the given product. (1) Given the product [F:12][C:13]1[CH:18]=[C:17]([F:19])[CH:16]=[CH:15][C:14]=1[C:20]([N:22]=[C:23]=[S:24])=[O:21].[F:12][C:13]1[CH:18]=[C:17]([F:19])[CH:16]=[CH:15][C:14]=1[C:20]([NH:22][C:23]([NH:44][C:43]1[CH:45]=[CH:46][C:40]([O:39][C:30]2[C:29]3[C:34](=[CH:35][C:36]([O:37][CH3:38])=[C:27]([O:26][CH3:25])[CH:28]=3)[N:33]=[CH:32][CH:31]=2)=[C:41]([CH3:48])[C:42]=1[CH3:47])=[S:24])=[O:21], predict the reactants needed to synthesize it. The reactants are: FC1C=C(F)C=CC=1C(Cl)=O.[F:12][C:13]1[CH:18]=[C:17]([F:19])[CH:16]=[CH:15][C:14]=1[C:20]([N:22]=[C:23]=[S:24])=[O:21].[CH3:25][O:26][C:27]1[CH:28]=[C:29]2[C:34](=[CH:35][C:36]=1[O:37][CH3:38])[N:33]=[CH:32][CH:31]=[C:30]2[O:39][C:40]1[CH:46]=[CH:45][C:43]([NH2:44])=[C:42]([CH3:47])[C:41]=1[CH3:48].C1(C)C=CC=CC=1. (2) Given the product [C:1]([C:3]1[CH:4]=[C:5]2[C:6](=[CH:7][CH:8]=1)[NH:9][C:17](=[O:18])[C:16]([C:12]1[S:11][CH:15]=[CH:14][CH:13]=1)=[N:10]2)#[N:2], predict the reactants needed to synthesize it. The reactants are: [C:1]([C:3]1[CH:4]=[C:5]([NH2:10])[C:6]([NH2:9])=[CH:7][CH:8]=1)#[N:2].[S:11]1[CH:15]=[CH:14][CH:13]=[C:12]1[C:16](=O)[C:17](O)=[O:18].